Dataset: Full USPTO retrosynthesis dataset with 1.9M reactions from patents (1976-2016). Task: Predict the reactants needed to synthesize the given product. (1) Given the product [CH2:17]([O:19][C:20]([C@H:22]1[C@@H:27]([N:28]([C:13](=[O:15])[CH2:12][C:4]2[NH:5][C:6]3[CH:11]=[CH:10][CH:9]=[CH:8][C:7]=3[S:2](=[O:1])(=[O:16])[N:3]=2)[CH2:29][C:30]2[CH:35]=[CH:34][C:33]([F:36])=[CH:32][CH:31]=2)[C@H:26]2[CH2:37][C@@H:23]1[CH2:24][CH2:25]2)=[O:21])[CH3:18], predict the reactants needed to synthesize it. The reactants are: [O:1]=[S:2]1(=[O:16])[C:7]2[CH:8]=[CH:9][CH:10]=[CH:11][C:6]=2[NH:5][C:4]([CH2:12][C:13]([OH:15])=O)=[N:3]1.[CH2:17]([O:19][C:20]([C@H:22]1[C@@H:27]([NH:28][CH2:29][C:30]2[CH:35]=[CH:34][C:33]([F:36])=[CH:32][CH:31]=2)[C@H:26]2[CH2:37][C@@H:23]1[CH2:24][CH2:25]2)=[O:21])[CH3:18].Cl.CN(C)CCCN=C=NCC.CN1CCOCC1.Cl. (2) Given the product [CH2:1]([O:9][CH2:10][C:11]12[CH2:17][CH:14]([CH2:15][CH2:16]1)[CH:13]1[CH:12]2[O:20]1)[CH2:2][CH2:3][CH2:4][CH2:5][CH2:6][CH2:7][CH3:8], predict the reactants needed to synthesize it. The reactants are: [CH2:1]([O:9][CH2:10][C:11]12[CH2:17][CH:14]([CH2:15][CH2:16]1)[CH:13]=[CH:12]2)[CH2:2][CH2:3][CH2:4][CH2:5][CH2:6][CH2:7][CH3:8].C(OO)(=[O:20])C.O. (3) Given the product [F:1][C:2]1[CH:3]=[C:4]2[C:9](=[C:10]([F:12])[CH:11]=1)[O:8][CH2:7][C:6](=[O:18])[CH2:5]2, predict the reactants needed to synthesize it. The reactants are: [F:1][C:2]1[CH:3]=[C:4]2[C:9](=[C:10]([F:12])[CH:11]=1)[O:8][CH2:7][C:6]([N+]([O-])=O)=[CH:5]2.C(O)(=[O:18])C.